Dataset: Full USPTO retrosynthesis dataset with 1.9M reactions from patents (1976-2016). Task: Predict the reactants needed to synthesize the given product. (1) Given the product [OH:8][N:9]([CH2:12][C@H:13]([C:14]([N:20]1[CH2:24][CH2:23][CH2:22][C@H:21]1[C:25]1[O:26][C:27]2[CH:37]=[C:36]3[C:31]([CH:32]=[CH:33][CH:34]=[CH:35]3)=[CH:30][C:28]=2[N:29]=1)=[O:15])[CH2:17][CH2:18][CH3:19])[CH:10]=[O:11], predict the reactants needed to synthesize it. The reactants are: C([O:8][N:9]([CH2:12][C@@H:13]([CH2:17][CH2:18][CH3:19])[C:14](O)=[O:15])[CH:10]=[O:11])C1C=CC=CC=1.[NH:20]1[CH2:24][CH2:23][CH2:22][C@H:21]1[C:25]1[O:26][C:27]2[CH:37]=[C:36]3[C:31]([CH:32]=[CH:33][CH:34]=[CH:35]3)=[CH:30][C:28]=2[N:29]=1. (2) Given the product [CH3:16][C@H:17]1[CH2:22][CH2:21][CH2:20][CH2:19][N:18]1[CH2:8][C:9]1[CH:14]=[CH:13][C:12]([NH2:15])=[CH:11][CH:10]=1, predict the reactants needed to synthesize it. The reactants are: Cl.Cl.N1([CH2:8][C:9]2[CH:14]=[CH:13][C:12]([NH2:15])=[CH:11][CH:10]=2)CCCC1.[CH3:16][C@H:17]1[CH2:22][CH2:21][CH2:20][CH2:19][NH:18]1. (3) Given the product [NH2:15][C:11]1[CH:10]=[CH:9][CH:8]=[C:7]2[C:12]=1[CH:13]=[CH:14][C:5]([C:3]([NH2:16])=[O:2])=[N:6]2, predict the reactants needed to synthesize it. The reactants are: C[O:2][C:3]([C:5]1[CH:14]=[CH:13][C:12]2[C:7](=[CH:8][CH:9]=[CH:10][C:11]=2[NH2:15])[N:6]=1)=O.[NH3:16]. (4) Given the product [CH3:9][C:10]1[CH:11]=[C:12]([CH:15]=[C:16]([C:19]([O:21][CH2:1][C:2]2[CH:7]=[CH:6][CH:5]=[CH:4][CH:3]=2)=[O:20])[C:17]=1[OH:18])[CH:13]=[O:14], predict the reactants needed to synthesize it. The reactants are: [CH2:1](O)[C:2]1[CH:7]=[CH:6][CH:5]=[CH:4][CH:3]=1.[CH3:9][C:10]1[CH:11]=[C:12]([CH:15]=[C:16]([C:19]([OH:21])=[O:20])[C:17]=1[OH:18])[CH:13]=[O:14].C1(P(C2C=CC=CC=2)C2C=CC=CC=2)C=CC=CC=1.N(C(OCC)=O)=NC(OCC)=O. (5) Given the product [CH2:1]([CH2:6][NH2:7])[CH2:2][C:3]([P:12]([OH:15])([OH:14])=[O:13])([P:8]([OH:11])([OH:10])=[O:9])[OH:4].[OH2:18], predict the reactants needed to synthesize it. The reactants are: [CH2:1]([CH2:6][NH2:7])[CH2:2][C:3](O)=[O:4].[P:8]([OH:11])([OH:10])[OH:9].[P:12](=O)([OH:15])([OH:14])[OH:13].P(Cl)(Cl)(Cl)=[O:18]. (6) Given the product [CH:1]1[C:9]2[C:8]3[CH:10]=[CH:11][CH:12]=[CH:13][C:7]=3[O:6][C:5]=2[C:4]([C:18]2[CH:23]=[CH:22][CH:21]=[CH:20][N:19]=2)=[CH:3][CH:2]=1, predict the reactants needed to synthesize it. The reactants are: [CH:1]1[C:9]2[C:8]3[CH:10]=[CH:11][CH:12]=[CH:13][C:7]=3[O:6][C:5]=2[C:4](B(O)O)=[CH:3][CH:2]=1.Cl[C:18]1[CH:23]=[CH:22][CH:21]=[CH:20][N:19]=1.P([O-])([O-])([O-])=O.[K+].[K+].[K+]. (7) Given the product [F:1][C:2]1[CH:3]=[C:4]2[C:9](=[CH:10][C:11]=1[F:12])[N:8]=[C:7]([N:13]1[CH2:14][CH:15]3[CH2:16][N:17]([C:25]([C:24]4[CH:28]=[CH:29][CH:30]=[C:22]([F:21])[C:23]=4[N:31]4[N:35]=[CH:34][CH:33]=[N:32]4)=[O:26])[CH2:18][CH:19]3[CH2:20]1)[CH:6]=[N:5]2, predict the reactants needed to synthesize it. The reactants are: [F:1][C:2]1[CH:3]=[C:4]2[C:9](=[CH:10][C:11]=1[F:12])[N:8]=[C:7]([N:13]1[CH2:20][CH:19]3[CH:15]([CH2:16][NH:17][CH2:18]3)[CH2:14]1)[CH:6]=[N:5]2.[F:21][C:22]1[C:23]([N:31]2[N:35]=[CH:34][CH:33]=[N:32]2)=[C:24]([CH:28]=[CH:29][CH:30]=1)[C:25](O)=[O:26]. (8) Given the product [Cl:1][C:2]1[N:3]=[C:4]2[CH:12]=[C:11]([Cl:13])[CH:10]=[N:9][C:5]2=[N:6][C:7]=1[NH:17][CH2:16][CH2:14][OH:15], predict the reactants needed to synthesize it. The reactants are: [Cl:1][C:2]1[N:3]=[C:4]2[CH:12]=[C:11]([Cl:13])[CH:10]=[N:9][C:5]2=[N:6][C:7]=1Cl.[CH2:14]([CH2:16][NH2:17])[OH:15]. (9) Given the product [Cl:1][C:2]1[CH:7]=[C:6]([N+:8]([O-:10])=[O:9])[CH:5]=[CH:4][C:3]=1[CH2:11][C:12]([OH:14])=[O:13], predict the reactants needed to synthesize it. The reactants are: [Cl:1][C:2]1[CH:7]=[C:6]([N+:8]([O-:10])=[O:9])[CH:5]=[CH:4][C:3]=1[CH:11](C(OCC)=O)[C:12]([O:14]CC)=[O:13].[OH-].[Na+].